This data is from Reaction yield outcomes from USPTO patents with 853,638 reactions. The task is: Predict the reaction yield, written as a fraction of the theoretical maximum amount of product (1.0 means a 100% yield; for example, 0.34 means a 34% yield). (1) The yield is 0.917. The product is [Cl:1][C:2]1[CH:7]=[CH:6][CH:5]=[C:4]([CH:8]([C:10]2[N:15]=[C:14]([Cl:16])[CH:13]=[C:12]([O:17][CH3:18])[N:11]=2)[OH:9])[C:3]=1[NH:19][S:20]([CH:23]([F:24])[F:25])(=[O:22])=[O:21]. The catalyst is O1CCCC1.O. The reactants are [Cl:1][C:2]1[CH:7]=[CH:6][CH:5]=[C:4]([C:8]([C:10]2[N:15]=[C:14]([Cl:16])[CH:13]=[C:12]([O:17][CH3:18])[N:11]=2)=[O:9])[C:3]=1[NH:19][S:20]([CH:23]([F:25])[F:24])(=[O:22])=[O:21].[BH4-].[Na+].C(OCC)(=O)C.Cl. (2) The catalyst is CN(C)C1C=CN=CC=1.ClCCl. The reactants are Cl.CN(C)CCCN=C=NCC.[Cl:13][C:14]1[CH:22]=[C:21]([O:23][C:24]2[CH:25]=[N:26][C:27]([CH:31]3[CH2:33][CH2:32]3)=[C:28]([Cl:30])[CH:29]=2)[C:20]([Cl:34])=[CH:19][C:15]=1[C:16](O)=[O:17].[CH3:35][S:36]([NH2:39])(=[O:38])=[O:37]. The yield is 0.120. The product is [Cl:13][C:14]1[CH:22]=[C:21]([O:23][C:24]2[CH:25]=[N:26][C:27]([CH:31]3[CH2:33][CH2:32]3)=[C:28]([Cl:30])[CH:29]=2)[C:20]([Cl:34])=[CH:19][C:15]=1[C:16]([NH:39][S:36]([CH3:35])(=[O:38])=[O:37])=[O:17]. (3) The reactants are Br[C:2]1[CH:7]=[CH:6][C:5]([C:8]2[N:9]=[C:10]3[CH:15]=[C:14]([NH:16][CH3:17])[CH:13]=[CH:12][N:11]3[CH:18]=2)=[CH:4][CH:3]=1.Cl.[F:20][CH2:21][CH2:22][NH2:23]. No catalyst specified. The product is [F:20][CH2:21][CH2:22][NH:23][C:2]1[CH:7]=[CH:6][C:5]([C:8]2[N:9]=[C:10]3[CH:15]=[C:14]([NH:16][CH3:17])[CH:13]=[CH:12][N:11]3[CH:18]=2)=[CH:4][CH:3]=1. The yield is 0.0400. (4) The reactants are Cl[C:2]1[CH:7]=[C:6]([Cl:8])[N:5]=[C:4]([O:9][C@H:10]([CH3:14])[CH2:11][O:12][CH3:13])[N:3]=1.Cl.Cl.[CH3:17][N:18]1[CH:22]=[C:21]([C:23]2[CH:24]=[C:25]([O:30][CH2:31][CH:32]3[CH2:37][CH2:36][NH:35][CH2:34][CH2:33]3)[C:26]([NH2:29])=[N:27][CH:28]=2)[N:20]=[CH:19]1.CCN(C(C)C)C(C)C.CCCCCC. The catalyst is CO.CCOC(C)=O. The product is [Cl:8][C:6]1[N:5]=[C:4]([O:9][C@H:10]([CH3:14])[CH2:11][O:12][CH3:13])[N:3]=[C:2]([N:35]2[CH2:36][CH2:37][CH:32]([CH2:31][O:30][C:25]3[C:26]([NH2:29])=[N:27][CH:28]=[C:23]([C:21]4[N:20]=[CH:19][N:18]([CH3:17])[CH:22]=4)[CH:24]=3)[CH2:33][CH2:34]2)[CH:7]=1. The yield is 0.660.